Dataset: Full USPTO retrosynthesis dataset with 1.9M reactions from patents (1976-2016). Task: Predict the reactants needed to synthesize the given product. (1) Given the product [Br:1][C:2]1[C:3]([C@@H:9]([NH:10][S@:11]([C:13]([CH3:16])([CH3:15])[CH3:14])=[O:12])[CH2:21][C:20]2[CH:19]=[C:18]([F:17])[CH:26]=[C:25]([F:27])[CH:24]=2)=[N:4][CH:5]=[C:6]([Br:8])[CH:7]=1, predict the reactants needed to synthesize it. The reactants are: [Br:1][C:2]1[C:3]([CH:9]=[N:10][S@:11]([C:13]([CH3:16])([CH3:15])[CH3:14])=[O:12])=[N:4][CH:5]=[C:6]([Br:8])[CH:7]=1.[F:17][C:18]1[CH:19]=[C:20]([CH:24]=[C:25]([F:27])[CH:26]=1)[CH2:21][Mg]Br. (2) Given the product [Cl:1][C:2]1[CH:9]=[CH:8][C:5]([C:6]#[N:7])=[C:4]([O:22][C:21]2[CH:20]=[CH:19][C:16]([CH:17]=[O:18])=[CH:15][C:14]=2[O:13][CH2:11][CH3:12])[CH:3]=1, predict the reactants needed to synthesize it. The reactants are: [Cl:1][C:2]1[CH:9]=[CH:8][C:5]([C:6]#[N:7])=[C:4](F)[CH:3]=1.[CH2:11]([O:13][C:14]1[CH:15]=[C:16]([CH:19]=[CH:20][C:21]=1[OH:22])[CH:17]=[O:18])[CH3:12].C(=O)([O-])[O-].[Cs+].[Cs+].O. (3) Given the product [Cl:18][C:14]1[CH:13]=[C:12]([C:10]2[C:9]3[C:4](=[CH:5][CH:6]=[CH:7][CH:8]=3)[C:3](=[O:19])[N:2]([NH:1][C:29](=[O:30])[CH2:28][C:23]3[CH:22]=[C:21]([F:20])[CH:26]=[C:25]([F:27])[CH:24]=3)[N:11]=2)[CH:17]=[CH:16][CH:15]=1, predict the reactants needed to synthesize it. The reactants are: [NH2:1][N:2]1[N:11]=[C:10]([C:12]2[CH:17]=[CH:16][CH:15]=[C:14]([Cl:18])[CH:13]=2)[C:9]2[C:4](=[CH:5][CH:6]=[CH:7][CH:8]=2)[C:3]1=[O:19].[F:20][C:21]1[CH:22]=[C:23]([CH2:28][C:29](O)=[O:30])[CH:24]=[C:25]([F:27])[CH:26]=1. (4) Given the product [CH2:12]([O:14][C:15]([C:16]1[C:3]([C:4]2[CH:9]=[CH:8][CH:7]=[CH:6][C:5]=2[CH3:10])=[N:2][O:1][CH:17]=1)=[O:23])[CH3:13], predict the reactants needed to synthesize it. The reactants are: [OH:1][N:2]=[C:3](Cl)[C:4]1[CH:9]=[CH:8][CH:7]=[CH:6][C:5]=1[CH3:10].[CH2:12]([O:14][C:15](=[O:23])[CH:16]=[CH:17]N1CCCC1)[CH3:13].C(N(CC)CC)C. (5) Given the product [Cl:5][C:6]1[CH:14]=[C:13]([Cl:15])[CH:12]=[CH:11][C:7]=1[C:8]([C:25]1[NH:26][C:27]2[C:23]([C:24]=1[CH3:29])=[CH:22][CH:21]=[C:20]([C:18]([O:17][CH3:16])=[O:19])[CH:28]=2)=[O:9], predict the reactants needed to synthesize it. The reactants are: [Cl-].[Al+3].[Cl-].[Cl-].[Cl:5][C:6]1[CH:14]=[C:13]([Cl:15])[CH:12]=[CH:11][C:7]=1[C:8](Cl)=[O:9].[CH3:16][O:17][C:18]([C:20]1[CH:28]=[C:27]2[C:23]([C:24]([CH3:29])=[CH:25][NH:26]2)=[CH:22][CH:21]=1)=[O:19].O. (6) The reactants are: [CH2:1]([N:8]1[C@@H:13]2[C@H:14]([C:16]#[N:17])[CH2:15][C@@:9]1([C:36]1[CH:41]=[CH:40][CH:39]=[CH:38][CH:37]=1)[C@H:10]([O:18][C@H:19]([C:22]1[CH:27]=[C:26]([C:28]([F:31])([F:30])[F:29])[CH:25]=[C:24]([C:32]([F:35])([F:34])[F:33])[CH:23]=1)[CH2:20][OH:21])[CH2:11][CH2:12]2)[C:2]1[CH:7]=[CH:6][CH:5]=[CH:4][CH:3]=1.CI.[H-].[Na+].[CH2:46]1OCCOCCOCCOCCOCCOC1. Given the product [CH2:1]([N:8]1[C@@H:13]2[C@H:14]([C:16]#[N:17])[CH2:15][C@@:9]1([C:36]1[CH:41]=[CH:40][CH:39]=[CH:38][CH:37]=1)[C@H:10]([O:18][C@H:19]([C:22]1[CH:27]=[C:26]([C:28]([F:30])([F:31])[F:29])[CH:25]=[C:24]([C:32]([F:33])([F:34])[F:35])[CH:23]=1)[CH2:20][O:21][CH3:46])[CH2:11][CH2:12]2)[C:2]1[CH:7]=[CH:6][CH:5]=[CH:4][CH:3]=1, predict the reactants needed to synthesize it. (7) Given the product [Cl:1][C:2]1[CH:3]=[C:4]2[C:8](=[CH:9][CH:10]=1)[NH:7][CH:6]=[C:5]2[CH2:11][CH2:12][NH:13][C:14](=[O:23])[C:15]1[CH:20]=[CH:19][CH:18]=[C:17]([CH2:21][C:26]2[CH:27]=[CH:28][CH:29]=[CH:30][C:25]=2[F:24])[CH:16]=1, predict the reactants needed to synthesize it. The reactants are: [Cl:1][C:2]1[CH:3]=[C:4]2[C:8](=[CH:9][CH:10]=1)[NH:7][CH:6]=[C:5]2[CH2:11][CH2:12][NH:13][C:14](=[O:23])[C:15]1[CH:20]=[CH:19][CH:18]=[C:17]([CH2:21]Cl)[CH:16]=1.[F:24][C:25]1[CH:30]=[CH:29][CH:28]=[CH:27][C:26]=1B(O)O.C(=O)([O-])[O-].[Na+].[Na+].[I-].[Na+]. (8) The reactants are: [CH2:1]([O:8]C(=N)C(Cl)(Cl)Cl)[C:2]1C=CC=CC=1.C([S:19](O)(=O)=O)(F)(F)F.[C:23]1([OH:29])C=CC=C[CH:24]=1.[CH:30]1[CH:35]=[CH:34][C:33]([P:36]([C:43]2[CH:48]=[CH:47][CH:46]=[CH:45][CH:44]=2)[C:37]2[CH:42]=[CH:41][CH:40]=[CH:39][CH:38]=2)=[CH:32][CH:31]=1.[CH3:49][CH:50]([O:52][C:53](/[N:55]=[N:56]/[C:57]([O:59][CH:60]([CH3:62])[CH3:61])=[O:58])=[O:54])[CH3:51]. Given the product [C:1]([O-:8])(=[S:19])[CH3:2].[CH3:24][C:23]([SH:19])=[O:29].[CH:46]1[CH:45]=[CH:44][C:43]([P:36]([C:37]2[CH:42]=[CH:41][CH:40]=[CH:39][CH:38]=2)[C:33]2[CH:34]=[CH:35][CH:30]=[CH:31][CH:32]=2)=[CH:48][CH:47]=1.[CH3:62][CH:60]([O:59][C:57](/[N:56]=[N:55]/[C:53]([O:52][CH:50]([CH3:51])[CH3:49])=[O:54])=[O:58])[CH3:61], predict the reactants needed to synthesize it. (9) Given the product [CH3:30][O:29][C:27](=[O:28])[C:26]1[CH:31]=[CH:32][C:23]([CH2:22][N:13]2[C:14]3[C:9](=[CH:8][C:7]4[C:2]([CH3:18])([CH3:1])[CH2:3][CH2:4][C:5]([CH3:17])([CH3:16])[C:6]=4[CH:15]=3)[CH2:10][CH2:11][CH2:12]2)=[CH:24][CH:25]=1, predict the reactants needed to synthesize it. The reactants are: [CH3:1][C:2]1([CH3:18])[C:7]2[CH:8]=[C:9]3[C:14](=[CH:15][C:6]=2[C:5]([CH3:17])([CH3:16])[CH2:4][CH2:3]1)[NH:13][CH2:12][CH2:11][CH2:10]3.[H-].[Na+].Br[CH2:22][C:23]1[CH:32]=[CH:31][C:26]([C:27]([O:29][CH3:30])=[O:28])=[CH:25][CH:24]=1.